From a dataset of Forward reaction prediction with 1.9M reactions from USPTO patents (1976-2016). Predict the product of the given reaction. (1) Given the reactants [Cl-].[Al+3].[Cl-].[Cl-].C[O:6][C:7]1[CH:12]=[CH:11][CH:10]=[C:9]([O:13][CH3:14])[CH:8]=1.[F:15][C:16]1[CH:24]=[C:23]([F:25])[CH:22]=[CH:21][C:17]=1[C:18](Cl)=[O:19].Cl, predict the reaction product. The product is: [F:15][C:16]1[CH:24]=[C:23]([F:25])[CH:22]=[CH:21][C:17]=1[C:18]([C:12]1[CH:11]=[CH:10][C:9]([O:13][CH3:14])=[CH:8][C:7]=1[OH:6])=[O:19]. (2) Given the reactants [F:1][C:2]1[CH:3]=[CH:4][C:5]([O:11][CH2:12][C:13]([F:16])([F:15])[F:14])=[C:6]([N+:8]([O-])=O)[CH:7]=1, predict the reaction product. The product is: [F:1][C:2]1[CH:3]=[CH:4][C:5]([O:11][CH2:12][C:13]([F:14])([F:15])[F:16])=[C:6]([CH:7]=1)[NH2:8]. (3) The product is: [CH2:1]([O:8][C:9]1[CH:10]=[C:11]([CH:25]=[CH:26][C:27]=1[B:32]1[O:33][C:34]([CH3:36])([CH3:35])[C:30]([CH3:46])([CH3:29])[O:31]1)[C:12]([NH:14][C:15]1[CH:20]=[C:19]([C:21]([F:24])([F:23])[F:22])[CH:18]=[CH:17][N:16]=1)=[O:13])[C:2]1[CH:7]=[CH:6][CH:5]=[CH:4][CH:3]=1. Given the reactants [CH2:1]([O:8][C:9]1[CH:10]=[C:11]([CH:25]=[CH:26][C:27]=1Br)[C:12]([NH:14][C:15]1[CH:20]=[C:19]([C:21]([F:24])([F:23])[F:22])[CH:18]=[CH:17][N:16]=1)=[O:13])[C:2]1[CH:7]=[CH:6][CH:5]=[CH:4][CH:3]=1.[CH3:29][C:30]1([CH3:46])[C:34]([CH3:36])([CH3:35])[O:33][B:32]([B:32]2[O:33][C:34]([CH3:36])([CH3:35])[C:30]([CH3:46])([CH3:29])[O:31]2)[O:31]1.C([O-])(=O)C.[K+], predict the reaction product. (4) The product is: [CH3:17][O:16][C:14]([C:11]1[CH:12]=[CH:13][C:7]2[CH:6]=[C:5]([C:3]([OH:4])=[O:2])[S:9][C:8]=2[CH:10]=1)=[O:15]. Given the reactants C[O:2][C:3]([C:5]1[S:9][C:8]2[CH:10]=[C:11]([C:14]([O:16][CH3:17])=[O:15])[CH:12]=[CH:13][C:7]=2[CH:6]=1)=[O:4].[OH-].[Na+].C(O)(=O)CC(CC(O)=O)(C(O)=O)O, predict the reaction product. (5) Given the reactants [CH3:1][O:2][C:3]1[CH:4]=[C:5]([SH:9])[CH:6]=[CH:7][CH:8]=1.[C:10](Cl)(=[O:14])[C:11](Cl)=[O:12].[Cl-].[Al+3].[Cl-].[Cl-], predict the reaction product. The product is: [CH3:1][O:2][C:3]1[CH:8]=[CH:7][C:6]2[C:10](=[O:14])[C:11](=[O:12])[S:9][C:5]=2[CH:4]=1. (6) Given the reactants [CH3:1][N:2]([CH2:14][C:15]([OH:17])=O)[NH:3][C:4](=[O:13])[NH:5][CH2:6][C:7]1[CH:12]=[CH:11][N:10]=[CH:9][CH:8]=1.[NH2:18][C@@H:19]([CH3:43])[C:20]([N:22]([C@@H:34]([CH3:42])[CH:35]([O:39][CH2:40][CH3:41])[O:36][CH2:37][CH3:38])[CH2:23][C:24]1[CH:25]=[CH:26][CH:27]=[C:28]2[C:33]=1[N:32]=[CH:31][CH:30]=[CH:29]2)=[O:21], predict the reaction product. The product is: [CH2:37]([O:36][CH:35]([O:39][CH2:40][CH3:41])[C@@H:34]([N:22]([CH2:23][C:24]1[CH:25]=[CH:26][CH:27]=[C:28]2[C:33]=1[N:32]=[CH:31][CH:30]=[CH:29]2)[C:20](=[O:21])[C@@H:19]([NH:18][C:15](=[O:17])[CH2:14][N:2]([CH3:1])[NH:3][C:4]([NH:5][CH2:6][C:7]1[CH:8]=[CH:9][N:10]=[CH:11][CH:12]=1)=[O:13])[CH3:43])[CH3:42])[CH3:38].